Dataset: Catalyst prediction with 721,799 reactions and 888 catalyst types from USPTO. Task: Predict which catalyst facilitates the given reaction. (1) Reactant: [CH2:1]([O:3][C:4](=[O:27])[NH:5][C:6]1[CH:11]=[CH:10][CH:9]=[C:8]([CH:12](O)[C:13]2[C:18](=[O:19])[CH:17]=[CH:16][N:15]([C:20]3[CH:21]=[N:22][N:23]([CH3:25])[CH:24]=3)[N:14]=2)[CH:7]=1)[CH3:2].CCN(S(F)(F)[F:34])CC.CO. Product: [CH2:1]([O:3][C:4](=[O:27])[NH:5][C:6]1[CH:11]=[CH:10][CH:9]=[C:8]([CH:12]([F:34])[C:13]2[C:18](=[O:19])[CH:17]=[CH:16][N:15]([C:20]3[CH:21]=[N:22][N:23]([CH3:25])[CH:24]=3)[N:14]=2)[CH:7]=1)[CH3:2]. The catalyst class is: 2. (2) Reactant: [CH3:1][O:2][C:3]1[CH:4]=[C:5]2[C:10](=[CH:11][C:12]=1[O:13][CH3:14])[C:9](=[O:15])[N:8]([CH:16]([CH2:19][CH3:20])[CH2:17][CH3:18])[CH:7]=[C:6]2[C:21](O)=[O:22].C(C#N)(Cl)(Cl)Cl.[N:30]1[CH:35]=[CH:34][CH:33]=[C:32]([CH2:36][NH2:37])[CH:31]=1.CCN(C(C)C)C(C)C. Product: [CH3:1][O:2][C:3]1[CH:4]=[C:5]2[C:10](=[CH:11][C:12]=1[O:13][CH3:14])[C:9](=[O:15])[N:8]([CH:16]([CH2:17][CH3:18])[CH2:19][CH3:20])[CH:7]=[C:6]2[C:21]([NH:37][CH2:36][C:32]1[CH:31]=[N:30][CH:35]=[CH:34][CH:33]=1)=[O:22]. The catalyst class is: 1. (3) Reactant: I[C:2]1[N:25]([S:26]([C:29]2[CH:34]=[CH:33][CH:32]=[CH:31][CH:30]=2)(=[O:28])=[O:27])[C:5]2=[N:6][CH:7]=[CH:8][C:9]([C:10]3[CH:11]=[CH:12][C:13]([O:18][CH:19]4[CH2:24][CH2:23][O:22][CH2:21][CH2:20]4)=[C:14]([CH:17]=3)[C:15]#[N:16])=[C:4]2[CH:3]=1.C([O-])([O-])=O.[K+].[K+].[O:41]1[CH2:46][CH:45]=[C:44](B2OC(C)(C)C(C)(C)O2)[CH2:43][CH2:42]1. Product: [O:41]1[CH2:42][CH:43]=[C:44]([C:2]2[N:25]([S:26]([C:29]3[CH:30]=[CH:31][CH:32]=[CH:33][CH:34]=3)(=[O:27])=[O:28])[C:5]3=[N:6][CH:7]=[CH:8][C:9]([C:10]4[CH:11]=[CH:12][C:13]([O:18][CH:19]5[CH2:20][CH2:21][O:22][CH2:23][CH2:24]5)=[C:14]([CH:17]=4)[C:15]#[N:16])=[C:4]3[CH:3]=2)[CH2:45][CH2:46]1. The catalyst class is: 38. (4) Reactant: [N+:1]([C:4]1[C:5](=[O:14])[NH:6][CH:7]=[C:8]([C:10]([CH3:13])([CH3:12])[CH3:11])[CH:9]=1)([O-])=O. Product: [NH2:1][C:4]1[C:5](=[O:14])[NH:6][CH:7]=[C:8]([C:10]([CH3:12])([CH3:11])[CH3:13])[CH:9]=1. The catalyst class is: 381. (5) Reactant: C(N(CC)CC)C.[CH:8]([C:10]1[C:18]2[C:13](=[CH:14][CH:15]=[CH:16][CH:17]=2)[N:12](C(OC(C)(C)C)=O)[CH:11]=1)=[O:9].[CH3:26][O:27][C:28]1[CH:29]=[C:30]([N:36]=[CH:37][C:38]2[CH:45]=[CH:44][C:41]([C:42]#[N:43])=[CH:40][CH:39]=2)[CH:31]=[C:32]([O:34][CH3:35])[CH:33]=1. Product: [CH3:35][O:34][C:32]1[CH:31]=[C:30]([NH:36][CH:37]([C:38]2[CH:39]=[CH:40][C:41]([C:42]#[N:43])=[CH:44][CH:45]=2)[C:8]([C:10]2[C:18]3[C:13](=[CH:14][CH:15]=[CH:16][CH:17]=3)[NH:12][CH:11]=2)=[O:9])[CH:29]=[C:28]([O:27][CH3:26])[CH:33]=1. The catalyst class is: 433. (6) Reactant: [CH:1]1([C:7]([N:9]2[CH2:15][C:14]3[CH:16]=[CH:17][C:18]([C:20]([O:22]C)=O)=[CH:19][C:13]=3[O:12][CH2:11][CH2:10]2)=[O:8])[CH2:6][CH2:5][CH2:4][CH2:3][CH2:2]1.[NH2:24][OH:25].[OH-].[Na+]. Product: [CH:1]1([C:7]([N:9]2[CH2:15][C:14]3[CH:16]=[CH:17][C:18]([C:20]([NH:24][OH:25])=[O:22])=[CH:19][C:13]=3[O:12][CH2:11][CH2:10]2)=[O:8])[CH2:6][CH2:5][CH2:4][CH2:3][CH2:2]1. The catalyst class is: 36.